Dataset: Reaction yield outcomes from USPTO patents with 853,638 reactions. Task: Predict the reaction yield, written as a fraction of the theoretical maximum amount of product (1.0 means a 100% yield; for example, 0.34 means a 34% yield). The reactants are [OH-].[Na+].[C:3]([O:7][C:8]([N:10]([C:19]1[CH:24]=[CH:23][CH:22]=[CH:21][N:20]=1)[CH2:11][CH2:12][CH2:13][CH2:14][C:15]([O:17]C)=[O:16])=[O:9])([CH3:6])([CH3:5])[CH3:4].Cl. The catalyst is O.CO. The product is [C:3]([O:7][C:8]([N:10]([C:19]1[CH:24]=[CH:23][CH:22]=[CH:21][N:20]=1)[CH2:11][CH2:12][CH2:13][CH2:14][C:15]([OH:17])=[O:16])=[O:9])([CH3:6])([CH3:4])[CH3:5]. The yield is 0.680.